This data is from Forward reaction prediction with 1.9M reactions from USPTO patents (1976-2016). The task is: Predict the product of the given reaction. (1) Given the reactants [C:9](O[C:9]([O:11][C:12]([CH3:15])([CH3:14])[CH3:13])=[O:10])([O:11][C:12]([CH3:15])([CH3:14])[CH3:13])=[O:10].[NH:16]1[CH2:20][CH:19]=[CH:18][CH2:17]1, predict the reaction product. The product is: [N:16]1([C:9]([O:11][C:12]([CH3:13])([CH3:14])[CH3:15])=[O:10])[CH2:20][CH:19]=[CH:18][CH2:17]1. (2) Given the reactants [NH2:1][CH:2]([C:10]1[C:15]([O:16][CH3:17])=[CH:14][CH:13]=[CH:12][C:11]=1[O:18][CH3:19])[CH2:3][CH2:4][CH2:5][C:6]([O:8]C)=O.[CH3:20][N:21]1[C:33]2[CH:32]=[CH:31][C:30]([CH:34]=O)=[CH:29][C:28]=2[C:27]2[C:22]1=[CH:23][CH:24]=[CH:25][CH:26]=2, predict the reaction product. The product is: [CH3:19][O:18][C:11]1[CH:12]=[CH:13][CH:14]=[C:15]([O:16][CH3:17])[C:10]=1[CH:2]1[N:1]([CH2:34][C:30]2[CH:31]=[CH:32][C:33]3[N:21]([CH3:20])[C:22]4[C:27]([C:28]=3[CH:29]=2)=[CH:26][CH:25]=[CH:24][CH:23]=4)[C:6](=[O:8])[CH2:5][CH2:4][CH2:3]1. (3) The product is: [NH2:1][C:2]1[CH:7]=[CH:6][C:5]([CH:8]2[CH2:9][CH2:10][N:11]([C:14]([O:16][C:17]([CH3:18])([CH3:19])[CH3:20])=[O:15])[CH2:12][CH2:13]2)=[CH:4][C:3]=1[O:21][CH3:22]. Given the reactants [NH2:1][C:2]1[CH:7]=[CH:6][C:5]([C:8]2[CH2:13][CH2:12][N:11]([C:14]([O:16][C:17]([CH3:20])([CH3:19])[CH3:18])=[O:15])[CH2:10][CH:9]=2)=[CH:4][C:3]=1[O:21][CH3:22], predict the reaction product. (4) Given the reactants C(OC([N:8]1[CH2:13][CH2:12][C:11]2[N:14](COCC[Si](C)(C)C)[C:15]([C:17]3[C:25]4[C:20](=[CH:21][C:22]([C:26]5[CH:31]=[C:30]([F:32])[C:29]([O:33][CH3:34])=[CH:28][C:27]=5[CH2:35][CH3:36])=[CH:23][CH:24]=4)[N:19](C4CCCCO4)[N:18]=3)=[N:16][C:10]=2[CH2:9]1)=O)(C)(C)C.[ClH:51], predict the reaction product. The product is: [ClH:51].[ClH:51].[ClH:51].[CH2:35]([C:27]1[CH:28]=[C:29]([O:33][CH3:34])[C:30]([F:32])=[CH:31][C:26]=1[C:22]1[CH:21]=[C:20]2[C:25]([C:17]([C:15]3[NH:14][C:11]4[CH2:12][CH2:13][NH:8][CH2:9][C:10]=4[N:16]=3)=[N:18][NH:19]2)=[CH:24][CH:23]=1)[CH3:36]. (5) Given the reactants C([Li])CCC.[C:6]([CH2:8][C:9]1[CH:18]=[CH:17][CH:16]=[CH:15][C:10]=1[C:11](OC)=[O:12])#[N:7].[C:19]1([N:25]=[N+:26]=[N-:27])[CH:24]=[CH:23][CH:22]=[CH:21][CH:20]=1.[Cl-].[NH4+].C(O)(=O)CC(CC(O)=O)(C(O)=O)O, predict the reaction product. The product is: [C:19]1([N:25]2[C:6]3=[N:7][C:11](=[O:12])[C:10]4[CH:15]=[CH:16][CH:17]=[CH:18][C:9]=4[C:8]3=[N:27][NH:26]2)[CH:24]=[CH:23][CH:22]=[CH:21][CH:20]=1. (6) Given the reactants [N:1]1[CH:6]=[C:5]([CH2:7][CH2:8]O)[CH:4]=[N:3][CH:2]=1.S(Cl)([Cl:12])=O.C([O-])(O)=O.[Na+], predict the reaction product. The product is: [Cl:12][CH2:8][CH2:7][C:5]1[CH:6]=[N:1][CH:2]=[N:3][CH:4]=1.